This data is from Catalyst prediction with 721,799 reactions and 888 catalyst types from USPTO. The task is: Predict which catalyst facilitates the given reaction. (1) Reactant: [Br:1][C:2]1[C:7]2=[N:8][C:9]([C:12]([OH:14])=[O:13])=[CH:10][N:11]=[C:6]2[CH:5]=[N:4][CH:3]=1.[C:15](Cl)(=O)C(Cl)=O. Product: [Br:1][C:2]1[C:7]2=[N:8][C:9]([C:12]([O:14][CH3:15])=[O:13])=[CH:10][N:11]=[C:6]2[CH:5]=[N:4][CH:3]=1. The catalyst class is: 204. (2) Reactant: Cl.[NH2:2][C:3]([NH2:5])=[NH:4].CC[O-].[Na+].[CH2:10]([CH:13]([C:19](OCC)=[O:20])[C:14](OCC)=[O:15])[CH:11]=[CH2:12]. Product: [CH2:10]([C:13]1[C:19]([OH:20])=[N:4][C:3]([NH2:5])=[N:2][C:14]=1[OH:15])[CH:11]=[CH2:12]. The catalyst class is: 14. (3) Reactant: [H-].C([Al+]CC(C)C)C(C)C.[I:11][C:12]1[CH:23]=[C:22]([N+:24]([O-:26])=[O:25])[CH:21]=[CH:20][C:13]=1[C:14](N(OC)C)=[O:15].[Cl-].[NH4+].S([O-])([O-])(=O)=O.[Mg+2]. Product: [I:11][C:12]1[CH:23]=[C:22]([N+:24]([O-:26])=[O:25])[CH:21]=[CH:20][C:13]=1[CH:14]=[O:15]. The catalyst class is: 385.